This data is from NCI-60 drug combinations with 297,098 pairs across 59 cell lines. The task is: Regression. Given two drug SMILES strings and cell line genomic features, predict the synergy score measuring deviation from expected non-interaction effect. (1) Drug 1: CN(C(=O)NC(C=O)C(C(C(CO)O)O)O)N=O. Drug 2: CC1C(C(CC(O1)OC2CC(CC3=C2C(=C4C(=C3O)C(=O)C5=CC=CC=C5C4=O)O)(C(=O)C)O)N)O. Cell line: MALME-3M. Synergy scores: CSS=56.4, Synergy_ZIP=-1.08, Synergy_Bliss=-1.65, Synergy_Loewe=-1.46, Synergy_HSA=-0.0798. (2) Drug 1: C1=CN(C(=O)N=C1N)C2C(C(C(O2)CO)O)O.Cl. Drug 2: CC1=C(C=C(C=C1)C(=O)NC2=CC(=CC(=C2)C(F)(F)F)N3C=C(N=C3)C)NC4=NC=CC(=N4)C5=CN=CC=C5. Cell line: UACC62. Synergy scores: CSS=3.28, Synergy_ZIP=-0.423, Synergy_Bliss=2.27, Synergy_Loewe=0.340, Synergy_HSA=1.09. (3) Drug 1: CC12CCC3C(C1CCC2=O)CC(=C)C4=CC(=O)C=CC34C. Drug 2: C1=NC(=NC(=O)N1C2C(C(C(O2)CO)O)O)N. Cell line: IGROV1. Synergy scores: CSS=24.9, Synergy_ZIP=6.09, Synergy_Bliss=2.96, Synergy_Loewe=1.77, Synergy_HSA=2.90.